From a dataset of Catalyst prediction with 721,799 reactions and 888 catalyst types from USPTO. Predict which catalyst facilitates the given reaction. (1) Reactant: Cl.[Cl:2][C:3]1[CH:13]=[C:12]([O:14]C(=O)C)[C:11]([O:18][CH3:19])=[CH:10][C:4]=1[CH2:5][NH:6]C(=O)C. Product: [ClH:2].[Cl:2][C:3]1[CH:13]=[C:12]([OH:14])[C:11]([O:18][CH3:19])=[CH:10][C:4]=1[CH2:5][NH2:6]. The catalyst class is: 8. (2) Reactant: [CH3:1][O:2][C:3](=[O:34])/[CH:4]=[CH:5]/[C:6]1[CH:7]=[C:8]2[C:12](=[CH:13][CH:14]=1)[N:11]([S:15]([C:18]1[S:19][C:20]([C:23]3[CH:28]=[CH:27][CH:26]=[C:25]([O:29][C:30]([F:33])([F:32])[F:31])[CH:24]=3)=[CH:21][CH:22]=1)(=[O:17])=[O:16])[CH:10]=[CH:9]2. Product: [CH3:1][O:2][C:3](=[O:34])[CH2:4][CH2:5][C:6]1[CH:7]=[C:8]2[C:12](=[CH:13][CH:14]=1)[N:11]([S:15]([C:18]1[S:19][C:20]([C:23]3[CH:28]=[CH:27][CH:26]=[C:25]([O:29][C:30]([F:31])([F:32])[F:33])[CH:24]=3)=[CH:21][CH:22]=1)(=[O:16])=[O:17])[CH:10]=[CH:9]2. The catalyst class is: 19. (3) Reactant: [Cl:1][C:2]1[CH:7]=[CH:6][C:5]([C:8]2[C:9]([C:17]3[CH:22]=[CH:21][C:20]([Cl:23])=[CH:19][C:18]=3[Cl:24])=[N:10][C:11]([C:14]([OH:16])=O)=[N:12][CH:13]=2)=[CH:4][CH:3]=1.S(Cl)([Cl:27])=O. Product: [Cl:1][C:2]1[CH:7]=[CH:6][C:5]([C:8]2[C:9]([C:17]3[CH:22]=[CH:21][C:20]([Cl:23])=[CH:19][C:18]=3[Cl:24])=[N:10][C:11]([C:14]([Cl:27])=[O:16])=[N:12][CH:13]=2)=[CH:4][CH:3]=1. The catalyst class is: 11.